Dataset: NCI-60 drug combinations with 297,098 pairs across 59 cell lines. Task: Regression. Given two drug SMILES strings and cell line genomic features, predict the synergy score measuring deviation from expected non-interaction effect. (1) Drug 1: C1=CC(=CC=C1C#N)C(C2=CC=C(C=C2)C#N)N3C=NC=N3. Drug 2: COCCOC1=C(C=C2C(=C1)C(=NC=N2)NC3=CC=CC(=C3)C#C)OCCOC.Cl. Cell line: ACHN. Synergy scores: CSS=23.5, Synergy_ZIP=3.41, Synergy_Bliss=3.01, Synergy_Loewe=-4.80, Synergy_HSA=1.40. (2) Drug 2: CC1CCCC2(C(O2)CC(NC(=O)CC(C(C(=O)C(C1O)C)(C)C)O)C(=CC3=CSC(=N3)C)C)C. Drug 1: CS(=O)(=O)C1=CC(=C(C=C1)C(=O)NC2=CC(=C(C=C2)Cl)C3=CC=CC=N3)Cl. Synergy scores: CSS=27.6, Synergy_ZIP=1.19, Synergy_Bliss=6.83, Synergy_Loewe=3.78, Synergy_HSA=6.22. Cell line: A549. (3) Drug 1: CCC(=C(C1=CC=CC=C1)C2=CC=C(C=C2)OCCN(C)C)C3=CC=CC=C3.C(C(=O)O)C(CC(=O)O)(C(=O)O)O. Drug 2: CC1=C(C(=O)C2=C(C1=O)N3CC4C(C3(C2COC(=O)N)OC)N4)N. Cell line: ACHN. Synergy scores: CSS=48.0, Synergy_ZIP=-0.760, Synergy_Bliss=2.57, Synergy_Loewe=-48.7, Synergy_HSA=-0.840. (4) Drug 1: C1=CC(=C2C(=C1NCCNCCO)C(=O)C3=C(C=CC(=C3C2=O)O)O)NCCNCCO. Drug 2: CCC1=C2CN3C(=CC4=C(C3=O)COC(=O)C4(CC)O)C2=NC5=C1C=C(C=C5)O. Cell line: SK-MEL-5. Synergy scores: CSS=32.2, Synergy_ZIP=-12.2, Synergy_Bliss=-2.29, Synergy_Loewe=-6.31, Synergy_HSA=-0.627. (5) Drug 1: CC1OCC2C(O1)C(C(C(O2)OC3C4COC(=O)C4C(C5=CC6=C(C=C35)OCO6)C7=CC(=C(C(=C7)OC)O)OC)O)O. Drug 2: CC1(CCCN1)C2=NC3=C(C=CC=C3N2)C(=O)N. Cell line: HCT116. Synergy scores: CSS=50.2, Synergy_ZIP=4.38, Synergy_Bliss=2.69, Synergy_Loewe=-32.9, Synergy_HSA=3.80. (6) Drug 1: CC1=C(N=C(N=C1N)C(CC(=O)N)NCC(C(=O)N)N)C(=O)NC(C(C2=CN=CN2)OC3C(C(C(C(O3)CO)O)O)OC4C(C(C(C(O4)CO)O)OC(=O)N)O)C(=O)NC(C)C(C(C)C(=O)NC(C(C)O)C(=O)NCCC5=NC(=CS5)C6=NC(=CS6)C(=O)NCCC[S+](C)C)O. Drug 2: C1CC(=O)NC(=O)C1N2C(=O)C3=CC=CC=C3C2=O. Cell line: IGROV1. Synergy scores: CSS=29.7, Synergy_ZIP=2.88, Synergy_Bliss=4.54, Synergy_Loewe=-16.9, Synergy_HSA=3.46.